Dataset: Peptide-MHC class I binding affinity with 185,985 pairs from IEDB/IMGT. Task: Regression. Given a peptide amino acid sequence and an MHC pseudo amino acid sequence, predict their binding affinity value. This is MHC class I binding data. (1) The binding affinity (normalized) is 0.817. The MHC is HLA-A29:02 with pseudo-sequence HLA-A29:02. The peptide sequence is YFPREGVFVF. (2) The peptide sequence is MLAKYDHLV. The MHC is HLA-A02:11 with pseudo-sequence HLA-A02:11. The binding affinity (normalized) is 1.00.